This data is from Full USPTO retrosynthesis dataset with 1.9M reactions from patents (1976-2016). The task is: Predict the reactants needed to synthesize the given product. Given the product [C:19]([C:16]1[CH:15]=[CH:14][C:13]([C:12]([NH:11][C:9](=[O:10])[NH:8][C:5]2[CH:4]=[CH:3][C:2]([NH:1][C:36](=[O:37])[CH2:35][CH2:34][CH2:33][CH2:32][Br:31])=[CH:7][CH:6]=2)=[O:23])=[CH:18][CH:17]=1)([CH3:20])([CH3:22])[CH3:21], predict the reactants needed to synthesize it. The reactants are: [NH2:1][C:2]1[CH:7]=[CH:6][C:5]([NH:8][C:9]([NH:11][C:12](=[O:23])[C:13]2[CH:18]=[CH:17][C:16]([C:19]([CH3:22])([CH3:21])[CH3:20])=[CH:15][CH:14]=2)=[O:10])=[CH:4][CH:3]=1.CCN(CC)CC.[Br:31][CH2:32][CH2:33][CH2:34][CH2:35][C:36](Cl)=[O:37].